Dataset: Peptide-MHC class I binding affinity with 185,985 pairs from IEDB/IMGT. Task: Regression. Given a peptide amino acid sequence and an MHC pseudo amino acid sequence, predict their binding affinity value. This is MHC class I binding data. (1) The peptide sequence is SLPPPGTRV. The MHC is HLA-A68:02 with pseudo-sequence HLA-A68:02. The binding affinity (normalized) is 0.543. (2) The peptide sequence is ILFLWSFL. The MHC is H-2-Kb with pseudo-sequence H-2-Kb. The binding affinity (normalized) is 0.456. (3) The peptide sequence is SRTPSGKRL. The MHC is HLA-A02:03 with pseudo-sequence HLA-A02:03. The binding affinity (normalized) is 0.0847. (4) The peptide sequence is SENERGYYI. The MHC is H-2-Kk with pseudo-sequence H-2-Kk. The binding affinity (normalized) is 0.900. (5) The peptide sequence is RAYEAIQSL. The MHC is H-2-Db with pseudo-sequence H-2-Db. The binding affinity (normalized) is 0.139.